Predict the reactants needed to synthesize the given product. From a dataset of Full USPTO retrosynthesis dataset with 1.9M reactions from patents (1976-2016). (1) Given the product [CH3:30][N:31]([CH3:32])[C:5]1[C:6](=[O:21])[C:7]([CH2:8][CH2:9][CH2:10][CH2:11][CH2:12][CH2:13][CH2:14][CH2:15][CH2:16][CH2:17][CH2:18][CH2:19][CH3:20])=[C:2]([OH:1])[C:3](=[O:24])[CH:4]=1, predict the reactants needed to synthesize it. The reactants are: [OH:1][C:2]1[C:3](=[O:24])[CH:4]=[C:5](OC)[C:6](=[O:21])[C:7]=1[CH2:8][CH2:9][CH2:10][CH2:11][CH2:12][CH2:13][CH2:14][CH2:15][CH2:16][CH2:17][CH2:18][CH2:19][CH3:20].C([O-])(O)=O.[Na+].[CH3:30][NH:31][CH3:32]. (2) Given the product [Br:15][CH2:14][C:6]1[CH:5]=[CH:4][C:3]([O:2][CH3:1])=[CH:13][C:7]=1[C:8]([O:10][CH2:11][CH3:12])=[O:9], predict the reactants needed to synthesize it. The reactants are: [CH3:1][O:2][C:3]1[CH:4]=[CH:5][C:6]([CH3:14])=[C:7]([CH:13]=1)[C:8]([O:10][CH2:11][CH3:12])=[O:9].[Br:15]N1C(=O)CCC1=O.C(OOC(=O)C1C=CC=CC=1)(=O)C1C=CC=CC=1.